Dataset: Catalyst prediction with 721,799 reactions and 888 catalyst types from USPTO. Task: Predict which catalyst facilitates the given reaction. (1) Reactant: [CH2:1]([N:3]([CH2:23][CH3:24])[CH2:4][CH2:5][O:6][C:7]1[CH:12]=[CH:11][C:10]([C@@H:13]([NH:15]C(=O)OC(C)(C)C)[CH3:14])=[CH:9][CH:8]=1)[CH3:2].CO. Product: [NH2:15][C@H:13]([C:10]1[CH:11]=[CH:12][C:7]([O:6][CH2:5][CH2:4][N:3]([CH2:23][CH3:24])[CH2:1][CH3:2])=[CH:8][CH:9]=1)[CH3:14]. The catalyst class is: 89. (2) Reactant: Br[C:2]1[CH:3]=[CH:4][C:5]([O:16][CH3:17])=[C:6]([CH:15]=1)[O:7][Si:8]([C:11]([CH3:14])([CH3:13])[CH3:12])([CH3:10])[CH3:9].[Li]CCCC.[B:23](OC(C)C)([O:28]C(C)C)[O:24]C(C)C. Product: [Si:8]([O:7][C:6]1[CH:15]=[C:2]([B:23]([OH:28])[OH:24])[CH:3]=[CH:4][C:5]=1[O:16][CH3:17])([C:11]([CH3:14])([CH3:13])[CH3:12])([CH3:10])[CH3:9]. The catalyst class is: 1. (3) Reactant: C(OC(=O)[NH:7][C@H:8]([CH2:35][C:36]1[CH:41]=[C:40]([F:42])[C:39]([F:43])=[CH:38][C:37]=1[F:44])[CH2:9][C:10]([N:12]1[CH2:17][CH2:16][N:15]2[C:18]([C:31]([F:34])([F:33])[F:32])=[N:19][C:20]([C:21]([N:23]3[CH2:28][CH2:27][S:26](=[O:30])(=[O:29])[CH2:25][CH2:24]3)=[O:22])=[C:14]2[CH2:13]1)=[O:11])(C)(C)C.[ClH:46]. Product: [ClH:46].[NH2:7][C@H:8]([CH2:35][C:36]1[CH:41]=[C:40]([F:42])[C:39]([F:43])=[CH:38][C:37]=1[F:44])[CH2:9][C:10]([N:12]1[CH2:17][CH2:16][N:15]2[C:18]([C:31]([F:32])([F:33])[F:34])=[N:19][C:20]([C:21]([N:23]3[CH2:24][CH2:25][S:26](=[O:30])(=[O:29])[CH2:27][CH2:28]3)=[O:22])=[C:14]2[CH2:13]1)=[O:11]. The catalyst class is: 13. (4) Reactant: [CH3:1][CH:2]([CH3:36])[CH2:3][CH:4]([C:21]1[CH:26]=[CH:25][C:24]([N:27]2[CH:31]=[C:30]([C:32]([F:35])([F:34])[F:33])[N:29]=[CH:28]2)=[CH:23][CH:22]=1)[O:5][C:6]1[CH:20]=[CH:19][C:9]([C:10]([NH:12][CH2:13][CH2:14][C:15]([O:17]C)=[O:16])=[O:11])=[CH:8][CH:7]=1.[OH-].[Li+]. Product: [CH3:1][CH:2]([CH3:36])[CH2:3][CH:4]([C:21]1[CH:26]=[CH:25][C:24]([N:27]2[CH:31]=[C:30]([C:32]([F:34])([F:33])[F:35])[N:29]=[CH:28]2)=[CH:23][CH:22]=1)[O:5][C:6]1[CH:7]=[CH:8][C:9]([C:10]([NH:12][CH2:13][CH2:14][C:15]([OH:17])=[O:16])=[O:11])=[CH:19][CH:20]=1. The catalyst class is: 5. (5) Reactant: [C:1]([C:5]1[CH:6]=[C:7]([C:16]2[CH:21]=[CH:20][C:19]([C:22]([O:24]CC)=[O:23])=[CH:18][CH:17]=2)[CH:8]=[C:9](C(C)(C)C)[C:10]=1[OH:11])([CH3:4])([CH3:3])[CH3:2]. Product: [C:1]([C:18]1[CH:17]=[C:16]([C:7]2[CH:6]=[C:5]([C:1]([CH3:3])([CH3:4])[CH3:2])[C:10]([OH:11])=[CH:9][CH:8]=2)[CH:21]=[CH:20][C:19]=1[C:22]([OH:24])=[O:23])([CH3:4])([CH3:3])[CH3:2]. The catalyst class is: 8.